Dataset: Full USPTO retrosynthesis dataset with 1.9M reactions from patents (1976-2016). Task: Predict the reactants needed to synthesize the given product. Given the product [OH:23][B:15]1[CH:14]([NH:28][C:29]([C:31]2[CH:32]=[C:33]3[C:37](=[CH:38][CH:39]=2)[NH:36][CH:35]=[CH:34]3)=[O:30])[CH2:13][C:9]2[C:8](=[C:7]([C:6]([OH:5])=[O:42])[CH:12]=[CH:11][CH:10]=2)[O:16]1, predict the reactants needed to synthesize it. The reactants are: C([O:5][C:6](=[O:42])[C:7]1[CH:12]=[CH:11][CH:10]=[C:9]([CH2:13][CH:14]([NH:28][C:29]([C:31]2[CH:32]=[C:33]3[C:37](=[CH:38][CH:39]=2)[NH:36][CH:35]=[CH:34]3)=[O:30])[B:15]2[O:23]C3C(C)(C4CC(C3)C4(C)C)[O:16]2)[C:8]=1OC)(C)(C)C.B(Cl)(Cl)Cl.